From a dataset of Forward reaction prediction with 1.9M reactions from USPTO patents (1976-2016). Predict the product of the given reaction. Given the reactants [F:1][C:2]1[CH:11]=[CH:10][CH:9]=[C:8]2[C:3]=1[C:4](=[O:22])[C:5]([C:15]1[CH:20]=[CH:19][CH:18]=[C:17]([F:21])[CH:16]=1)=[C:6]([C@H:12](O)[CH3:13])[O:7]2.[CH3:23][O:24][C:25]1[CH:30]=[CH:29][C:28]([C:31]2[C:39]3[C:34](=[N:35][CH:36]=[N:37][C:38]=3[NH2:40])[NH:33][N:32]=2)=[CH:27][C:26]=1[N+:41]([O-:43])=[O:42].C1(P(C2C=CC=CC=2)C2C=CC=CC=2)C=CC=CC=1.CC(OC(/N=N/C(OC(C)C)=O)=O)C, predict the reaction product. The product is: [NH2:40][C:38]1[N:37]=[CH:36][N:35]=[C:34]2[N:33]([C@H:12]([C:6]3[O:7][C:8]4[C:3]([C:4](=[O:22])[C:5]=3[C:15]3[CH:20]=[CH:19][CH:18]=[C:17]([F:21])[CH:16]=3)=[C:2]([F:1])[CH:11]=[CH:10][CH:9]=4)[CH3:13])[N:32]=[C:31]([C:28]3[CH:29]=[CH:30][C:25]([O:24][CH3:23])=[C:26]([N+:41]([O-:43])=[O:42])[CH:27]=3)[C:39]=12.